Regression. Given two drug SMILES strings and cell line genomic features, predict the synergy score measuring deviation from expected non-interaction effect. From a dataset of NCI-60 drug combinations with 297,098 pairs across 59 cell lines. (1) Drug 1: C1=NC(=NC(=O)N1C2C(C(C(O2)CO)O)O)N. Drug 2: COCCOC1=C(C=C2C(=C1)C(=NC=N2)NC3=CC=CC(=C3)C#C)OCCOC.Cl. Cell line: UACC-257. Synergy scores: CSS=4.54, Synergy_ZIP=-1.53, Synergy_Bliss=2.69, Synergy_Loewe=-1.73, Synergy_HSA=1.85. (2) Synergy scores: CSS=4.68, Synergy_ZIP=16.0, Synergy_Bliss=17.6, Synergy_Loewe=15.8, Synergy_HSA=15.8. Drug 1: CC12CCC(CC1=CCC3C2CCC4(C3CC=C4C5=CN=CC=C5)C)O. Cell line: NCI-H460. Drug 2: CC1C(C(=O)NC(C(=O)N2CCCC2C(=O)N(CC(=O)N(C(C(=O)O1)C(C)C)C)C)C(C)C)NC(=O)C3=C4C(=C(C=C3)C)OC5=C(C(=O)C(=C(C5=N4)C(=O)NC6C(OC(=O)C(N(C(=O)CN(C(=O)C7CCCN7C(=O)C(NC6=O)C(C)C)C)C)C(C)C)C)N)C. (3) Drug 1: CCC1=C2CN3C(=CC4=C(C3=O)COC(=O)C4(CC)O)C2=NC5=C1C=C(C=C5)O. Drug 2: C(CCl)NC(=O)N(CCCl)N=O. Cell line: K-562. Synergy scores: CSS=54.7, Synergy_ZIP=7.71, Synergy_Bliss=6.38, Synergy_Loewe=-16.0, Synergy_HSA=10.5. (4) Drug 1: C1CC(C1)(C(=O)O)C(=O)O.[NH2-].[NH2-].[Pt+2]. Drug 2: C1CNP(=O)(OC1)N(CCCl)CCCl. Cell line: HCT116. Synergy scores: CSS=-2.62, Synergy_ZIP=2.58, Synergy_Bliss=8.79, Synergy_Loewe=6.31, Synergy_HSA=3.31.